Predict the reactants needed to synthesize the given product. From a dataset of Full USPTO retrosynthesis dataset with 1.9M reactions from patents (1976-2016). The reactants are: [NH2:1][C:2]1[CH:3]=[CH:4][C:5]2[O:10][CH2:9][C:8](=[O:11])[NH:7][C:6]=2[CH:12]=1.[C:13]([Si:17]([CH3:24])([CH3:23])[O:18][CH2:19][C@@H:20]1[CH2:22][O:21]1)([CH3:16])([CH3:15])[CH3:14]. Given the product [C:13]([Si:17]([CH3:24])([CH3:23])[O:18][CH2:19][C@@H:20]([OH:21])[CH2:22][NH:1][C:2]1[CH:3]=[CH:4][C:5]2[O:10][CH2:9][C:8](=[O:11])[NH:7][C:6]=2[CH:12]=1)([CH3:14])([CH3:16])[CH3:15], predict the reactants needed to synthesize it.